From a dataset of Catalyst prediction with 721,799 reactions and 888 catalyst types from USPTO. Predict which catalyst facilitates the given reaction. (1) Reactant: [Cl:1][C:2]1[CH:3]=[CH:4][C:5]([OH:8])=[N:6][CH:7]=1.[Br:9]Br.C(OCC)(=O)C.O. Product: [Br:9][C:4]1[C:5]([OH:8])=[N:6][CH:7]=[C:2]([Cl:1])[CH:3]=1. The catalyst class is: 15. (2) Reactant: OO.[CH3:3][O:4][CH2:5][CH2:6][N:7]([CH3:26])[CH2:8][CH2:9][CH2:10][NH:11][C:12]1[N:13]=[N+:14]([O-:25])[C:15]2[CH:24]=[C:23]3[C:19]([CH2:20][CH2:21][CH2:22]3)=[CH:18][C:16]=2[N:17]=1.C(O)(C(F)(F)F)=[O:28].N. Product: [O-:25][N+:14]1[C:15]2[CH:24]=[C:23]3[C:19](=[CH:18][C:16]=2[N+:17]([O-:28])=[C:12]([NH:11][CH2:10][CH2:9][CH2:8][N:7]([CH2:6][CH2:5][O:4][CH3:3])[CH3:26])[N:13]=1)[CH2:20][CH2:21][CH2:22]3. The catalyst class is: 366. (3) The catalyst class is: 30. Reactant: [F:1][C:2]([F:20])([F:19])[C:3]1[CH:8]=[CH:7][C:6]([C:9]2[CH:13]=[C:12]([C:14]([O:16]CC)=[O:15])[O:11][N:10]=2)=[CH:5][CH:4]=1.[Li+].[OH-].Cl. Product: [F:20][C:2]([F:1])([F:19])[C:3]1[CH:4]=[CH:5][C:6]([C:9]2[CH:13]=[C:12]([C:14]([OH:16])=[O:15])[O:11][N:10]=2)=[CH:7][CH:8]=1. (4) Reactant: C([O:3][C:4]([C:6]1[C:14]2[CH2:13][CH2:12][O:11][CH2:10][C:9]=2[S:8][C:7]=1[NH:15][C:16]([C:18]12[CH2:27][CH:22]3[CH2:23][CH:24]([CH2:26][CH:20]([CH2:21]3)[CH2:19]1)[CH2:25]2)=[O:17])=[O:5])C.[OH-].[K+].Cl. Product: [C:18]12([C:16]([NH:15][C:7]3[S:8][C:9]4[CH2:10][O:11][CH2:12][CH2:13][C:14]=4[C:6]=3[C:4]([OH:5])=[O:3])=[O:17])[CH2:27][CH:22]3[CH2:21][CH:20]([CH2:26][CH:24]([CH2:23]3)[CH2:25]1)[CH2:19]2. The catalyst class is: 40. (5) Reactant: I.[Cl:2][C:3]1[CH:8]=[CH:7][C:6]([C@H:9]2[C@@H:13]([C:14]3[CH:19]=[CH:18][C:17]([Cl:20])=[CH:16][CH:15]=3)[NH:12][C:11]([S:21][CH3:22])=[N:10]2)=[CH:5][CH:4]=1.[C:23]([O:27][C:28](O[C:28]([O:27][C:23]([CH3:26])([CH3:25])[CH3:24])=[O:29])=[O:29])([CH3:26])([CH3:25])[CH3:24].C(N(CC)C(C)C)(C)C. Product: [Cl:2][C:3]1[CH:4]=[CH:5][C:6]([C@H:9]2[C@@H:13]([C:14]3[CH:19]=[CH:18][C:17]([Cl:20])=[CH:16][CH:15]=3)[N:12]([C:28]([O:27][C:23]([CH3:26])([CH3:25])[CH3:24])=[O:29])[C:11]([S:21][CH3:22])=[N:10]2)=[CH:7][CH:8]=1. The catalyst class is: 119. (6) Reactant: [CH3:1][N:2]1[CH2:7][CH2:6][CH:5]([CH:8]([S:14][C:15]2[CH:16]=[N:17][C:18]([NH:28][C:29]3[S:30][CH:31]=[C:32]([CH3:34])[N:33]=3)=[C:19]([O:21][C:22]3[CH:27]=[CH:26][CH:25]=[CH:24][CH:23]=3)[CH:20]=2)[C:9](OCC)=[O:10])[CH2:4][CH2:3]1.[H-].[H-].[H-].[H-].[Li+].[Al+3].[NH4+].[Cl-]. Product: [CH3:1][N:2]1[CH2:7][CH2:6][CH:5]([CH:8]([S:14][C:15]2[CH:16]=[N:17][C:18]([NH:28][C:29]3[S:30][CH:31]=[C:32]([CH3:34])[N:33]=3)=[C:19]([O:21][C:22]3[CH:27]=[CH:26][CH:25]=[CH:24][CH:23]=3)[CH:20]=2)[CH2:9][OH:10])[CH2:4][CH2:3]1. The catalyst class is: 1. (7) Reactant: [C:1]1([CH2:7][C:8](Cl)=[O:9])[CH:6]=[CH:5][CH:4]=[CH:3][CH:2]=1.[Cl:11][C:12]1[CH:13]=[CH:14][C:15]([O:26][CH2:27][C:28]2[CH:33]=[CH:32][CH:31]=[CH:30][CH:29]=2)=[C:16]([CH2:18][C:19]2[N:24]=[C:23]([NH2:25])[CH:22]=[CH:21][CH:20]=2)[CH:17]=1. The catalyst class is: 4. Product: [Cl:11][C:12]1[CH:13]=[CH:14][C:15]([O:26][CH2:27][C:28]2[CH:33]=[CH:32][CH:31]=[CH:30][CH:29]=2)=[C:16]([CH2:18][C:19]2[N:24]=[C:23]([NH:25][C:8](=[O:9])[CH2:7][C:1]3[CH:6]=[CH:5][CH:4]=[CH:3][CH:2]=3)[CH:22]=[CH:21][CH:20]=2)[CH:17]=1. (8) Reactant: [Br:1][C:2]1[CH:3]=[C:4]([C:12]([OH:14])=O)[C:5]2[C:10]([CH:11]=1)=[CH:9][CH:8]=[CH:7][CH:6]=2.[NH2:15][C:16]1[C:17]([CH3:27])=[C:18]([CH:23]=[CH:24][C:25]=1[CH3:26])[C:19]([O:21][CH3:22])=[O:20].C(N(CC)CC)C.CCCP1(OP(CCC)(=O)OP(CCC)(=O)O1)=O. The catalyst class is: 34. Product: [Br:1][C:2]1[CH:3]=[C:4]([C:12]([NH:15][C:16]2[C:17]([CH3:27])=[C:18]([CH:23]=[CH:24][C:25]=2[CH3:26])[C:19]([O:21][CH3:22])=[O:20])=[O:14])[C:5]2[C:10]([CH:11]=1)=[CH:9][CH:8]=[CH:7][CH:6]=2. (9) Reactant: [NH2:1][C:2]1[C:3]([N:15]2[CH2:20][CH2:19][N:18]([C:21]([O:23][C:24]([CH3:27])([CH3:26])[CH3:25])=[O:22])[CH2:17][CH2:16]2)=[N:4][C:5]2[C:10]([C:11]=1[CH:12]=O)=[CH:9][C:8]([Cl:14])=[CH:7][CH:6]=2.[CH:28]([NH2:30])=O.C([O-])(O)=O.[Na+]. Product: [Cl:14][C:8]1[CH:7]=[CH:6][C:5]2[N:4]=[C:3]([N:15]3[CH2:16][CH2:17][N:18]([C:21]([O:23][C:24]([CH3:26])([CH3:25])[CH3:27])=[O:22])[CH2:19][CH2:20]3)[C:2]3[N:1]=[CH:28][N:30]=[CH:12][C:11]=3[C:10]=2[CH:9]=1. The catalyst class is: 15. (10) Reactant: [CH3:1][O:2][C:3]1[CH:34]=[CH:33][C:6]([C:7]([NH:9][C:10]2[CH:15]=[CH:14][CH:13]=[CH:12][C:11]=2[N:16]2[CH:24](OCC)[C:23]3[CH:22]=[C:21]4[CH:28]=[CH:29][CH:30]=[CH:31][C:20]4=[CH:19][C:18]=3[C:17]2=[O:32])=[O:8])=[CH:5][CH:4]=1.[CH2:35]([O:37][C:38]([O:40][Si](C)(C)C)=[CH2:39])[CH3:36].B(F)(F)F.CCOCC. Product: [CH3:1][O:2][C:3]1[CH:4]=[CH:5][C:6]([C:7]([NH:9][C:10]2[CH:15]=[CH:14][CH:13]=[CH:12][C:11]=2[N:16]2[CH:24]([CH2:39][C:38]([O:37][CH2:35][CH3:36])=[O:40])[C:23]3[CH:22]=[C:21]4[CH:28]=[CH:29][CH:30]=[CH:31][C:20]4=[CH:19][C:18]=3[C:17]2=[O:32])=[O:8])=[CH:33][CH:34]=1. The catalyst class is: 2.